This data is from Forward reaction prediction with 1.9M reactions from USPTO patents (1976-2016). The task is: Predict the product of the given reaction. (1) Given the reactants C([O:8][C:9]1[CH:18]=[C:17]2[C:12]([C:13]([Cl:19])=[CH:14][CH:15]=[N:16]2)=[CH:11][C:10]=1[O:20][CH3:21])C1C=CC=CC=1.C1(SC)C=CC=CC=1.CS(O)(=O)=O, predict the reaction product. The product is: [Cl:19][C:13]1[C:12]2[C:17](=[CH:18][C:9]([OH:8])=[C:10]([O:20][CH3:21])[CH:11]=2)[N:16]=[CH:15][CH:14]=1. (2) Given the reactants [Cl:1][C:2]1[C:7]2[N:8]([CH2:18][CH2:19][CH3:20])[C:9]([C:11]3[CH:12]=[N:13][C:14](Cl)=[CH:15][CH:16]=3)=[N:10][C:6]=2[CH:5]=[CH:4][CH:3]=1.[CH3:21][O:22][C:23]1[CH:28]=[CH:27][C:26]([NH2:29])=[CH:25][CH:24]=1.C([O-])([O-])=O.[K+].[K+], predict the reaction product. The product is: [Cl:1][C:2]1[C:7]2[N:8]([CH2:18][CH2:19][CH3:20])[C:9]([C:11]3[CH:16]=[CH:15][C:14]([NH:29][C:26]4[CH:27]=[CH:28][C:23]([O:22][CH3:21])=[CH:24][CH:25]=4)=[N:13][CH:12]=3)=[N:10][C:6]=2[CH:5]=[CH:4][CH:3]=1. (3) Given the reactants [CH:1]([C:7]1[CH:8]=[C:9]([CH:12]=[CH:13][CH:14]=1)[C:10]#[N:11])=[CH:2][CH2:3][CH2:4][CH2:5][CH3:6], predict the reaction product. The product is: [CH2:1]([C:7]1[CH:8]=[C:9]([CH:12]=[CH:13][CH:14]=1)[C:10]#[N:11])[CH2:2][CH2:3][CH2:4][CH2:5][CH3:6]. (4) Given the reactants [NH2:1][C:2]1[CH:3]=[CH:4][C:5]([NH:24][C:25]([O:27][C:28]([CH3:31])([CH3:30])[CH3:29])=[O:26])=[C:6]([CH2:8][CH2:9][C:10]2[CH:11]=[C:12]([NH:16][C:17](=[O:23])[O:18][C:19]([CH3:22])([CH3:21])[CH3:20])[CH:13]=[CH:14][CH:15]=2)[CH:7]=1.[Cl:32][C:33]1[N:38]=[C:37](Cl)[C:36]([CH3:40])=[CH:35][N:34]=1.C(=O)([O-])[O-].[K+].[K+], predict the reaction product. The product is: [C:28]([O:27][C:25]([NH:24][C:5]1[CH:4]=[CH:3][C:2]([NH:1][C:35]2[C:36]([CH3:40])=[CH:37][N:38]=[C:33]([Cl:32])[N:34]=2)=[CH:7][C:6]=1[CH2:8][CH2:9][C:10]1[CH:11]=[C:12]([NH:16][C:17](=[O:23])[O:18][C:19]([CH3:22])([CH3:21])[CH3:20])[CH:13]=[CH:14][CH:15]=1)=[O:26])([CH3:31])([CH3:30])[CH3:29]. (5) Given the reactants B(Br)(Br)Br.C[O:6][C:7]1[CH:12]=[CH:11][C:10]([C:13]2([C:19]#[N:20])[CH2:18][CH2:17][O:16][CH2:15][CH2:14]2)=[CH:9][CH:8]=1, predict the reaction product. The product is: [OH:6][C:7]1[CH:12]=[CH:11][C:10]([C:13]2([C:19]#[N:20])[CH2:18][CH2:17][O:16][CH2:15][CH2:14]2)=[CH:9][CH:8]=1. (6) Given the reactants [F:1][C:2]1[CH:7]=[CH:6][C:5]([N+:8]([O-])=O)=[C:4]([N:11]2[CH:15]=[C:14]([CH3:16])[N:13]=[C:12]2[CH2:17][CH2:18][CH3:19])[CH:3]=1, predict the reaction product. The product is: [NH2:8][C:5]1[CH:6]=[CH:7][C:2]([F:1])=[CH:3][C:4]=1[N:11]1[CH:15]=[C:14]([CH3:16])[N:13]=[C:12]1[CH2:17][CH2:18][CH3:19]. (7) Given the reactants [C:1]([N:4]1[C:13]2[C:8](=[CH:9][C:10]([C:14]3[CH:22]=[CH:21][C:17]([C:18](O)=[O:19])=[CH:16][CH:15]=3)=[CH:11][CH:12]=2)[C@H:7]([NH:23][C:24]2[CH:29]=[CH:28][C:27]([Cl:30])=[CH:26][CH:25]=2)[CH2:6][C@@H:5]1[CH3:31])(=[O:3])[CH3:2].C1C=CC2N(O)N=[N:38]C=2C=1.N.C(Cl)CCl.C(N1CCOCC1)C.CCN=C=NCCCN(C)C, predict the reaction product. The product is: [C:1]([N:4]1[C:13]2[C:8](=[CH:9][C:10]([C:14]3[CH:15]=[CH:16][C:17]([C:18]([NH2:38])=[O:19])=[CH:21][CH:22]=3)=[CH:11][CH:12]=2)[C@H:7]([NH:23][C:24]2[CH:29]=[CH:28][C:27]([Cl:30])=[CH:26][CH:25]=2)[CH2:6][C@@H:5]1[CH3:31])(=[O:3])[CH3:2].